This data is from Experimentally validated miRNA-target interactions with 360,000+ pairs, plus equal number of negative samples. The task is: Binary Classification. Given a miRNA mature sequence and a target amino acid sequence, predict their likelihood of interaction. The miRNA is hsa-miR-603 with sequence CACACACUGCAAUUACUUUUGC. The protein sequence of the target gene is MGSLVLTLCALFCLAAYLVSGSPIMNLEQSPLEEDMSLFGDVFSEQDGVDFNTLLQSMKDEFLKTLNLSDIPTQDSAKVDPPEYMLELYNKFATDRTSMPSANIIRSFKNEDLFSQPVSFNGLRKYPLLFNVSIPHHEEVIMAELRLYTLVQRDRMIYDGVDRKITIFEVLESKGDNEGERNMLVLVSGEIYGTNSEWETFDVTDAIRRWQKSGSSTHQLEVHIESKHDEAEDASSGRLEIDTSAQNKHNPLLIVFSDDQSSDKERKEELNEMISHEQLPELDNLGLDSFSSGPGEEALL.... Result: 1 (interaction).